From a dataset of Catalyst prediction with 721,799 reactions and 888 catalyst types from USPTO. Predict which catalyst facilitates the given reaction. (1) Reactant: [ClH:1].[CH:2]([C@@H:5]1[CH2:10][CH2:9][C@H:8]([N:11]2[CH2:27][CH2:26][C:14]3([N:18]([C:19]4[CH:24]=[CH:23][CH:22]=[CH:21][CH:20]=4)[CH2:17][CH2:16][CH:15]3[OH:25])[CH2:13][CH2:12]2)[CH2:7][CH2:6]1)([CH3:4])[CH3:3].[H-].[Na+].[CH3:30]OS(OC)(=O)=O. Product: [ClH:1].[CH:2]([C@@H:5]1[CH2:10][CH2:9][C@H:8]([N:11]2[CH2:12][CH2:13][C:14]3([N:18]([C:19]4[CH:20]=[CH:21][CH:22]=[CH:23][CH:24]=4)[CH2:17][CH2:16][CH:15]3[O:25][CH3:30])[CH2:26][CH2:27]2)[CH2:7][CH2:6]1)([CH3:4])[CH3:3]. The catalyst class is: 9. (2) Reactant: Br[C:2]1[CH:7]=[CH:6][C:5]([F:8])=[CH:4][C:3]=1[C:9]1[C:18]2[C:17](=[O:19])[N:16]([CH3:20])[C:15](=[O:21])[N:14]([CH3:22])[C:13]=2[N:12]=[C:11](Cl)[C:10]=1[C:24]#[N:25].[CH3:26][CH2:27][CH:28]([NH2:31])[CH2:29][CH3:30].[C:32]([O-])(O)=[O:33].[Na+]. Product: [NH2:25][CH2:24][C:10]1[C:11]([NH:31][CH:28]([CH2:29][CH3:30])[CH2:27][CH3:26])=[N:12][C:13]2[N:14]([CH3:22])[C:15](=[O:21])[N:16]([CH3:20])[C:17](=[O:19])[C:18]=2[C:9]=1[C:3]1[CH:4]=[C:5]([F:8])[CH:6]=[CH:7][C:2]=1[O:33][CH3:32]. The catalyst class is: 32. (3) Reactant: [C:1]([O:5][C:6]([N:8]1[CH2:13][CH2:12][CH:11]([CH2:14][C:15]2[CH:16]=[CH:17][C:18]([C:21]([O:23]C)=[O:22])=[N:19][CH:20]=2)[CH2:10][CH2:9]1)=[O:7])([CH3:4])([CH3:3])[CH3:2].[OH-].[Na+]. Product: [C:1]([O:5][C:6]([N:8]1[CH2:13][CH2:12][CH:11]([CH2:14][C:15]2[CH:16]=[CH:17][C:18]([C:21]([OH:23])=[O:22])=[N:19][CH:20]=2)[CH2:10][CH2:9]1)=[O:7])([CH3:4])([CH3:2])[CH3:3]. The catalyst class is: 36.